From a dataset of Full USPTO retrosynthesis dataset with 1.9M reactions from patents (1976-2016). Predict the reactants needed to synthesize the given product. (1) The reactants are: [F:1][C:2]1[CH:7]=[CH:6][C:5]([C:8]2[N:13]=[C:12]3[CH:14]=[C:15]([CH2:18][OH:19])[N:16]([CH3:17])[C:11]3=[C:10]([C:20]3[CH:25]=[CH:24][C:23]([F:26])=[CH:22][CH:21]=3)[C:9]=2[C:27]2[CH:32]=[CH:31][N:30]=[CH:29][CH:28]=2)=[CH:4][CH:3]=1.CCOC(C)=O. Given the product [F:1][C:2]1[CH:7]=[CH:6][C:5]([C:8]2[N:13]=[C:12]3[CH:14]=[C:15]([CH:18]=[O:19])[N:16]([CH3:17])[C:11]3=[C:10]([C:20]3[CH:25]=[CH:24][C:23]([F:26])=[CH:22][CH:21]=3)[C:9]=2[C:27]2[CH:28]=[CH:29][N:30]=[CH:31][CH:32]=2)=[CH:4][CH:3]=1, predict the reactants needed to synthesize it. (2) Given the product [N:48]1([CH2:47][CH2:46][O:45][C:19]2[CH:18]=[CH:17][C:16]([NH2:15])=[C:21]([N+:22]([O-:24])=[O:23])[CH:20]=2)[CH2:53][CH2:52][O:51][CH2:50][CH2:49]1, predict the reactants needed to synthesize it. The reactants are: N(C(OC(C)C)=O)=NC(OC(C)C)=O.[NH2:15][C:16]1[CH:17]=[C:18](O)[CH:19]=[CH:20][C:21]=1[N+:22]([O-:24])=[O:23].C1(P(C2C=CC=CC=2)C2C=CC=CC=2)C=CC=CC=1.[OH:45][CH2:46][CH2:47][N:48]1[CH2:53][CH2:52][O:51][CH2:50][CH2:49]1. (3) Given the product [Cl:1][C:2]1[CH:3]=[C:4]([CH:8]([NH:11][C:12]([CH:14]2[CH2:19][CH2:18][N:17]([C:20]3[C:25]([Cl:26])=[CH:24][N:23]=[C:22]([NH:28][CH:29]([CH2:30][OH:31])[CH2:32][CH3:33])[N:21]=3)[CH2:16][CH2:15]2)=[O:13])[CH2:9][OH:10])[CH:5]=[CH:6][CH:7]=1, predict the reactants needed to synthesize it. The reactants are: [Cl:1][C:2]1[CH:3]=[C:4]([CH:8]([NH:11][C:12]([CH:14]2[CH2:19][CH2:18][N:17]([C:20]3[C:25]([Cl:26])=[CH:24][N:23]=[C:22](Cl)[N:21]=3)[CH2:16][CH2:15]2)=[O:13])[CH2:9][OH:10])[CH:5]=[CH:6][CH:7]=1.[NH2:28][C@@H:29]([CH2:32][CH3:33])[CH2:30][OH:31].